Dataset: Peptide-MHC class II binding affinity with 134,281 pairs from IEDB. Task: Regression. Given a peptide amino acid sequence and an MHC pseudo amino acid sequence, predict their binding affinity value. This is MHC class II binding data. (1) The peptide sequence is PIYIVTPTNASHIQS. The MHC is HLA-DQA10101-DQB10501 with pseudo-sequence HLA-DQA10101-DQB10501. The binding affinity (normalized) is 0. (2) The peptide sequence is YDKRLANVSTVLTGK. The MHC is DRB1_0405 with pseudo-sequence DRB1_0405. The binding affinity (normalized) is 0.572. (3) The peptide sequence is IVQINGRHFDLRAQG. The MHC is DRB4_0101 with pseudo-sequence DRB4_0103. The binding affinity (normalized) is 0.210. (4) The peptide sequence is HLCGSHPVEAL. The MHC is HLA-DQA10102-DQB10604 with pseudo-sequence HLA-DQA10102-DQB10604. The binding affinity (normalized) is 0. (5) The peptide sequence is YDKFLANVSPVLTGK. The MHC is DRB1_1001 with pseudo-sequence DRB1_1001. The binding affinity (normalized) is 0.832. (6) The binding affinity (normalized) is 0.280. The MHC is HLA-DPA10201-DPB10101 with pseudo-sequence HLA-DPA10201-DPB10101. The peptide sequence is STWLLKPGAGIMIFD. (7) The peptide sequence is TLWQRPLVTIKIGGQLREAL. The MHC is DRB1_1302 with pseudo-sequence DRB1_1302. The binding affinity (normalized) is 0.470. (8) The peptide sequence is EKKYFAAVQFEPLAA. The MHC is HLA-DPA10201-DPB10501 with pseudo-sequence HLA-DPA10201-DPB10501. The binding affinity (normalized) is 0.820. (9) The peptide sequence is ELRKTYNLLDAVSRH. The MHC is HLA-DPA10201-DPB10501 with pseudo-sequence HLA-DPA10201-DPB10501. The binding affinity (normalized) is 0.506.